Dataset: Full USPTO retrosynthesis dataset with 1.9M reactions from patents (1976-2016). Task: Predict the reactants needed to synthesize the given product. Given the product [CH2:10]([N:4]1[CH2:5][CH:25]([N+:26]([O-:28])=[O:27])[CH:24]([C:21]2[CH:22]=[CH:23][C:18]([F:17])=[CH:19][C:20]=2[CH3:29])[CH2:3]1)[C:11]1[CH:16]=[CH:15][CH:14]=[CH:13][CH:12]=1, predict the reactants needed to synthesize it. The reactants are: CO[CH2:3][N:4]([CH2:10][C:11]1[CH:16]=[CH:15][CH:14]=[CH:13][CH:12]=1)[CH2:5][Si](C)(C)C.[F:17][C:18]1[CH:23]=[CH:22][C:21](/[CH:24]=[CH:25]/[N+:26]([O-:28])=[O:27])=[C:20]([CH3:29])[CH:19]=1.FC(F)(F)C(O)=O.